From a dataset of Reaction yield outcomes from USPTO patents with 853,638 reactions. Predict the reaction yield, written as a fraction of the theoretical maximum amount of product (1.0 means a 100% yield; for example, 0.34 means a 34% yield). (1) The reactants are C(O)C.[OH-].[K+].[CH2:6]([N:12]([CH2:17][CH2:18][CH2:19][CH2:20][CH:21]=[CH2:22])CCC#N)[CH2:7][CH2:8][CH2:9][CH:10]=[CH2:11].O. The catalyst is C(Cl)(Cl)Cl. The product is [CH2:6]([NH:12][CH2:17][CH2:18][CH2:19][CH2:20][CH:21]=[CH2:22])[CH2:7][CH2:8][CH2:9][CH:10]=[CH2:11]. The yield is 0.210. (2) The reactants are [CH3:1][C:2]1[NH:3][C:4](=O)[C:5]2[C:10]3[CH2:11][CH2:12][CH2:13][CH2:14][C:9]=3[S:8][C:6]=2[N:7]=1.O=P(Cl)(Cl)[Cl:18].C(Cl)(Cl)Cl.CCCCCC. The catalyst is C(OC(=O)C)(=O)C. The product is [Cl:18][C:4]1[C:5]2[C:10]3[CH2:11][CH2:12][CH2:13][CH2:14][C:9]=3[S:8][C:6]=2[N:7]=[C:2]([CH3:1])[N:3]=1. The yield is 0.810. (3) The reactants are [Br:1][C:2]1[CH:3]=[CH:4][C:5]([OH:30])=[C:6]([CH:29]=1)[C:7]([NH:9][C:10]1[S:11][C:12]([C:26](O)=[O:27])=[C:13]([C:15]2[C:20]([F:21])=[C:19]([F:22])[C:18]([F:23])=[C:17]([F:24])[C:16]=2[F:25])[N:14]=1)=[O:8].[CH2:31]([NH2:33])[CH3:32]. No catalyst specified. The product is [Br:1][C:2]1[CH:3]=[CH:4][C:5]([OH:30])=[C:6]([CH:29]=1)[C:7]([NH:9][C:10]1[S:11][C:12]([C:26]([NH:33][CH2:31][CH3:32])=[O:27])=[C:13]([C:15]2[C:20]([F:21])=[C:19]([F:22])[C:18]([F:23])=[C:17]([F:24])[C:16]=2[F:25])[N:14]=1)=[O:8]. The yield is 0.625.